Dataset: Catalyst prediction with 721,799 reactions and 888 catalyst types from USPTO. Task: Predict which catalyst facilitates the given reaction. (1) Reactant: [CH3:1][O-:2].[Na+].[F:4][C:5]1[CH:10]=[C:9]([N+:11]([O-:13])=[O:12])[CH:8]=[C:7](F)[C:6]=1[N:15]1[CH:19]=[N:18][C:17]([CH3:20])=[N:16]1. Product: [F:4][C:5]1[CH:10]=[C:9]([N+:11]([O-:13])=[O:12])[CH:8]=[C:7]([O:2][CH3:1])[C:6]=1[N:15]1[CH:19]=[N:18][C:17]([CH3:20])=[N:16]1. The catalyst class is: 1. (2) Reactant: C(OC(=O)[NH:7][C:8]1[S:9][C:10]([C:35]2[CH:40]=[CH:39][CH:38]=[CH:37][CH:36]=2)=[CH:11][C:12]=1[C:13]([N:15]1[CH2:20][CH2:19][CH:18]([N:21]2[CH2:34][CH2:33][CH2:32][C:23]3([O:27][C:26](=[O:28])[N:25]([CH2:29][CH3:30])[C:24]3=[O:31])[CH2:22]2)[CH2:17][CH2:16]1)=[O:14])(C)(C)C.C(=O)([O-])O.[Na+]. Product: [NH2:7][C:8]1[S:9][C:10]([C:35]2[CH:36]=[CH:37][CH:38]=[CH:39][CH:40]=2)=[CH:11][C:12]=1[C:13]([N:15]1[CH2:16][CH2:17][CH:18]([N:21]2[CH2:34][CH2:33][CH2:32][C:23]3([O:27][C:26](=[O:28])[N:25]([CH2:29][CH3:30])[C:24]3=[O:31])[CH2:22]2)[CH2:19][CH2:20]1)=[O:14]. The catalyst class is: 55. (3) Reactant: [CH2:1]([O:4][CH2:5][C:6]([C:8]1[CH:13]=[C:12]([Br:14])[CH:11]=[CH:10][C:9]=1[F:15])=O)[CH:2]=[CH2:3].Cl.[NH2:17][OH:18].C([O-])(=O)C.[Na+]. Product: [CH2:1]([O:4][CH2:5][C:6]([C:8]1[CH:13]=[C:12]([Br:14])[CH:11]=[CH:10][C:9]=1[F:15])=[N:17][OH:18])[CH:2]=[CH2:3]. The catalyst class is: 8. (4) Reactant: [F:1][C:2]1[CH:7]=[CH:6][CH:5]=[CH:4][C:3]=1[NH:8][S:9]([C:12]1[CH:13]=[C:14]([CH:20]=[CH:21][CH:22]=1)[C:15]([O:17]CC)=[O:16])(=[O:11])=[O:10].C(O)C.[OH-].[Na+].Cl. Product: [F:1][C:2]1[CH:7]=[CH:6][CH:5]=[CH:4][C:3]=1[NH:8][S:9]([C:12]1[CH:13]=[C:14]([CH:20]=[CH:21][CH:22]=1)[C:15]([OH:17])=[O:16])(=[O:10])=[O:11]. The catalyst class is: 6.